Dataset: Full USPTO retrosynthesis dataset with 1.9M reactions from patents (1976-2016). Task: Predict the reactants needed to synthesize the given product. (1) Given the product [C:2]1([OH:28])[CH:7]=[CH:6][CH:5]=[CH:4][CH:3]=1.[CH3:15][CH:14]1[CH2:13][N:12]2[C:8](=[N:9][C:10]3[C:20]([CH3:21])=[CH:19][CH:18]=[CH:17][C:11]=32)[C:3]2[CH:4]=[CH:5][CH:6]=[CH:7][C:2]=2[O:16]1, predict the reactants needed to synthesize it. The reactants are: Cl[C:2]1[CH:7]=[CH:6][CH:5]=[CH:4][C:3]=1[C:8]1[N:12]([CH2:13][CH:14]([OH:16])[CH3:15])[C:11]2[CH:17]=[CH:18][CH:19]=[C:20]([CH3:21])[C:10]=2[N:9]=1.[H-].[Na+].CN(C=[O:28])C. (2) Given the product [N:45]1[CH:44]=[N:43][N:41]2[CH:42]=[C:37]([C:16]3[CH:15]=[CH:14][C:13]([C@@H:11]([N:7]4[CH2:6][CH2:5][C@:4]([CH2:3][C:2]([OH:1])([CH3:34])[CH3:35])([C:28]5[CH:33]=[CH:32][CH:31]=[CH:30][CH:29]=5)[O:9][C:8]4=[O:10])[CH3:12])=[CH:18][CH:17]=3)[CH:38]=[CH:39][C:40]=12, predict the reactants needed to synthesize it. The reactants are: [OH:1][C:2]([CH3:35])([CH3:34])[CH2:3][C@@:4]1([C:28]2[CH:33]=[CH:32][CH:31]=[CH:30][CH:29]=2)[O:9][C:8](=[O:10])[N:7]([C@H:11]([C:13]2[CH:18]=[CH:17][C:16](B3OC(C)(C)C(C)(C)O3)=[CH:15][CH:14]=2)[CH3:12])[CH2:6][CH2:5]1.Br[C:37]1[CH:38]=[CH:39][C:40]2[N:41]([N:43]=[CH:44][N:45]=2)[CH:42]=1.C([O-])([O-])=O.[Cs+].[Cs+]. (3) Given the product [CH:10]1[C:11]2[CH:12]([CH2:14][O:15][C:16]([NH:18][C@H:19]([CH2:26][O:27][C@@H:28]3[O:37][CH:36]4[C@@H:31]([O:32][CH:33]([C:38]5[CH:43]=[CH:42][CH:41]=[CH:40][CH:39]=5)[O:34][CH2:35]4)[C@H:30]([O:44][C:70](=[O:71])[CH2:69][S:68][C:49]([C:50]4[CH:55]=[CH:54][CH:53]=[CH:52][CH:51]=4)([C:56]4[CH:57]=[CH:58][CH:59]=[CH:60][CH:61]=4)[C:62]4[CH:67]=[CH:66][CH:65]=[CH:64][CH:63]=4)[C@@H:29]3[NH:45][C:46](=[O:48])[CH3:47])[C:20]([O:22][CH2:23][CH:24]=[CH2:25])=[O:21])=[O:17])[C:13]3[C:5](=[CH:4][CH:3]=[CH:2][CH:1]=3)[C:6]=2[CH:7]=[CH:8][CH:9]=1, predict the reactants needed to synthesize it. The reactants are: [CH:1]1[C:13]2[CH:12]([CH2:14][O:15][C:16]([NH:18][C@H:19]([CH2:26][O:27][C@@H:28]3[O:37][CH:36]4[C@@H:31]([O:32][CH:33]([C:38]5[CH:43]=[CH:42][CH:41]=[CH:40][CH:39]=5)[O:34][CH2:35]4)[C@H:30]([OH:44])[C@@H:29]3[NH:45][C:46](=[O:48])[CH3:47])[C:20]([O:22][CH2:23][CH:24]=[CH2:25])=[O:21])=[O:17])[C:11]3[C:6](=[CH:7][CH:8]=[CH:9][CH:10]=3)[C:5]=2[CH:4]=[CH:3][CH:2]=1.[C:49]([S:68][CH2:69][C:70](O)=[O:71])([C:62]1[CH:67]=[CH:66][CH:65]=[CH:64][CH:63]=1)([C:56]1[CH:61]=[CH:60][CH:59]=[CH:58][CH:57]=1)[C:50]1[CH:55]=[CH:54][CH:53]=[CH:52][CH:51]=1.CC(C)N=C=NC(C)C. (4) The reactants are: [CH2:1]([O:8][C:9]([N:11]1[CH2:15][CH2:14][CH2:13][C@H:12]1[C:16](=O)[CH2:17]Br)=[O:10])[C:2]1[CH:7]=[CH:6][CH:5]=[CH:4][CH:3]=1.[NH2:20][C:21]1[C:26]([Br:27])=[CH:25][CH:24]=[CH:23][N:22]=1. Given the product [CH2:1]([O:8][C:9]([N:11]1[CH2:15][CH2:14][CH2:13][C@H:12]1[C:16]1[N:20]=[C:21]2[C:26]([Br:27])=[CH:25][CH:24]=[CH:23][N:22]2[CH:17]=1)=[O:10])[C:2]1[CH:3]=[CH:4][CH:5]=[CH:6][CH:7]=1, predict the reactants needed to synthesize it. (5) The reactants are: [O:1]=[C:2]1[CH2:10][C:9]2[C:4](=[CH:5][CH:6]=[C:7]([C:11]3[N:15]4[N:16]=[C:17]([C:20]5[CH:45]=[CH:44][C:23]([C:24]([N:26]6[CH2:43][CH2:42][C:29]7([N:34](C(OC(C)(C)C)=O)[CH2:33][CH2:32][CH2:31][CH2:30]7)[CH2:28][CH2:27]6)=[O:25])=[CH:22][CH:21]=5)[CH:18]=[CH:19][C:14]4=[N:13][CH:12]=3)[CH:8]=2)[NH:3]1.FC(F)(F)C(O)=O.C([O-])(O)=O.[Na+]. Given the product [NH:34]1[C:29]2([CH2:28][CH2:27][N:26]([C:24]([C:23]3[CH:22]=[CH:21][C:20]([C:17]4[CH:18]=[CH:19][C:14]5[N:15]([C:11]([C:7]6[CH:8]=[C:9]7[C:4](=[CH:5][CH:6]=6)[NH:3][C:2](=[O:1])[CH2:10]7)=[CH:12][N:13]=5)[N:16]=4)=[CH:45][CH:44]=3)=[O:25])[CH2:43][CH2:42]2)[CH2:30][CH2:31][CH2:32][CH2:33]1, predict the reactants needed to synthesize it. (6) Given the product [CH3:1][C:2]1[CH:3]=[C:4]([N:8]2[C:9]3[CH:14]=[CH:13][CH:12]=[CH:11][C:10]=3[NH:15][S:16]2(=[O:18])=[O:17])[CH:5]=[CH:6][CH:7]=1, predict the reactants needed to synthesize it. The reactants are: [CH3:1][C:2]1[CH:3]=[C:4]([NH:8][C:9]2[C:10]([NH2:15])=[CH:11][CH:12]=[CH:13][CH:14]=2)[CH:5]=[CH:6][CH:7]=1.[S:16](N)(N)(=[O:18])=[O:17]. (7) The reactants are: [CH3:1][CH:2]1[S:6][C:5]([NH:7][C@H:8]([C:10]2[CH:15]=[CH:14][CH:13]=[CH:12][C:11]=2[F:16])[CH3:9])=[N:4][C:3]1=[O:17].Br[C:19]1[CH:26]=[CH:25][C:22]([C:23]#[N:24])=[CH:21][CH:20]=1.CC1(C2C=CC(C#N)=CC=2)SC(N[C@H](C2C=CC=CC=2C(F)(F)F)C)=NC1=O. Given the product [F:16][C:11]1[CH:12]=[CH:13][CH:14]=[CH:15][C:10]=1[C@@H:8]([NH:7][C:5]1[S:6][C:2]([C:19]2[CH:26]=[CH:25][C:22]([C:23]#[N:24])=[CH:21][CH:20]=2)([CH3:1])[C:3](=[O:17])[N:4]=1)[CH3:9], predict the reactants needed to synthesize it. (8) The reactants are: [NH2:1][C:2]1[CH:11]=[CH:10][CH:9]=[C:8]2[C:3]=1[N:4]=[CH:5][C:6](=[O:12])[NH:7]2.[CH3:13][Si](C=[N+]=[N-])(C)C. Given the product [CH3:13][O:12][C:6]1[CH:5]=[N:4][C:3]2[C:2]([NH2:1])=[CH:11][CH:10]=[CH:9][C:8]=2[N:7]=1, predict the reactants needed to synthesize it.